This data is from Reaction yield outcomes from USPTO patents with 853,638 reactions. The task is: Predict the reaction yield, written as a fraction of the theoretical maximum amount of product (1.0 means a 100% yield; for example, 0.34 means a 34% yield). (1) The reactants are [C:1]([C:4]([O:6][C@H:7]([C:18]1[CH:23]=[CH:22][C:21]([O:24][CH:25]([F:27])[F:26])=[C:20]([O:28][CH2:29][CH:30]2[CH2:32][CH2:31]2)[CH:19]=1)[CH2:8][C:9]1[C:14]([Cl:15])=[CH:13][N+:12]([O-:16])=[CH:11][C:10]=1[Cl:17])=[O:5])([OH:3])=O.C(Cl)CCl.[CH3:37][O:38][C:39]1[CH:45]=[C:44]([N+:46]([O-:48])=[O:47])[CH:43]=[CH:42][C:40]=1[NH2:41]. The catalyst is CN(C=O)C.Cl. The product is [Cl:17][C:10]1[CH:11]=[N+:12]([O-:16])[CH:13]=[C:14]([Cl:15])[C:9]=1[CH2:8][C@@H:7]([C:18]1[CH:23]=[CH:22][C:21]([O:24][CH:25]([F:26])[F:27])=[C:20]([O:28][CH2:29][CH:30]2[CH2:31][CH2:32]2)[CH:19]=1)[O:6][C:4](=[O:5])[C:1]([NH:41][C:40]1[CH:42]=[CH:43][C:44]([N+:46]([O-:48])=[O:47])=[CH:45][C:39]=1[O:38][CH3:37])=[O:3]. The yield is 0.320. (2) The reactants are [Cl-].O[NH3+:3].[C:4](=[O:7])([O-])[OH:5].[Na+].CS(C)=O.[Si]([O:20][CH2:21][C:22]([CH3:58])([CH3:57])[O:23][C:24]1[CH:29]=[CH:28][C:27]([C:30]2[C:35](=[O:36])[N:34]([CH2:37][C:38]3[CH:43]=[CH:42][C:41]([C:44]4[C:45]([C:50]#[N:51])=[CH:46][CH:47]=[CH:48][CH:49]=4)=[CH:40][C:39]=3[F:52])[C:33]([CH2:53][CH2:54][CH3:55])=[N:32][C:31]=2[CH3:56])=[CH:26][CH:25]=1)(C(C)(C)C)(C)C. The catalyst is C(OCC)(=O)C. The product is [F:52][C:39]1[CH:40]=[C:41]([C:44]2[CH:49]=[CH:48][CH:47]=[CH:46][C:45]=2[C:50]2[NH:3][C:4](=[O:7])[O:5][N:51]=2)[CH:42]=[CH:43][C:38]=1[CH2:37][N:34]1[C:35](=[O:36])[C:30]([C:27]2[CH:28]=[CH:29][C:24]([O:23][C:22]([CH3:58])([CH3:57])[CH2:21][OH:20])=[CH:25][CH:26]=2)=[C:31]([CH3:56])[N:32]=[C:33]1[CH2:53][CH2:54][CH3:55]. The yield is 0.680. (3) The reactants are C(N(CC)C(C)C)(C)C.[NH2:10][CH2:11][CH2:12][O:13][CH2:14][CH2:15][O:16][CH2:17][CH2:18][O:19][C:20]1[C:25]([Cl:26])=[CH:24][C:23]([NH:27][C:28]2[CH:36]=[CH:35][CH:34]=[CH:33][C:29]=2[C:30]([OH:32])=[O:31])=[CH:22][C:21]=1[Cl:37].[CH:38]1[C:43]([N:44]=[C:45]=[S:46])=[CH:42][C:41]2[C:47]([O:49][C:50]3([C:60]4[CH:61]=[CH:62][C:63]([OH:65])=[CH:64][C:59]=4[O:58][C:52]4[CH:53]=[C:54]([OH:57])[CH:55]=[CH:56][C:51]3=4)[C:40]=2[CH:39]=1)=[O:48]. The catalyst is CN(C=O)C. The product is [Cl:37][C:21]1[CH:22]=[C:23]([NH:27][C:28]2[CH:36]=[CH:35][CH:34]=[CH:33][C:29]=2[C:30]([OH:32])=[O:31])[CH:24]=[C:25]([Cl:26])[C:20]=1[O:19][CH2:18][CH2:17][O:16][CH2:15][CH2:14][O:13][CH2:12][CH2:11][NH:10][C:45]([NH:44][C:43]1[CH:42]=[C:41]2[C:40](=[CH:39][CH:38]=1)[C:50]1([C:51]3[CH:56]=[CH:55][C:54]([OH:57])=[CH:53][C:52]=3[O:58][C:59]3[C:60]1=[CH:61][CH:62]=[C:63]([OH:65])[CH:64]=3)[O:49][C:47]2=[O:48])=[S:46]. The yield is 0.520. (4) The reactants are C(OC(=O)[NH:7][C:8]1[C:12]([CH2:13][C:14]2[CH:19]=[CH:18][CH:17]=[C:16]([Cl:20])[C:15]=2[Cl:21])=[C:11]([OH:22])[N:10]([CH3:23])[N:9]=1)(C)(C)C.C([O-])([O-])=O.[Na+].[Na+]. The catalyst is C(Cl)Cl.C(O)(C(F)(F)F)=O. The product is [NH2:7][C:8]1[C:12]([CH2:13][C:14]2[CH:19]=[CH:18][CH:17]=[C:16]([Cl:20])[C:15]=2[Cl:21])=[C:11]([OH:22])[N:10]([CH3:23])[N:9]=1. The yield is 0.630. (5) The reactants are [C:1]([O:5][C:6]([N:8]1[CH2:13][CH2:12][CH:11]([C:14]2[CH:19]=[CH:18][C:17]([NH2:20])=[C:16](Br)[CH:15]=2)[CH2:10][CH2:9]1)=[O:7])([CH3:4])([CH3:3])[CH3:2].[S:22]1[CH2:27][CH:26]=[C:25](B2OCC(C)(C)CO2)[CH2:24][CH2:23]1.C([O-])([O-])=O.[Na+].[Na+].CCOC(C)=O. The catalyst is O1CCOCC1.C1C=CC([P]([Pd]([P](C2C=CC=CC=2)(C2C=CC=CC=2)C2C=CC=CC=2)([P](C2C=CC=CC=2)(C2C=CC=CC=2)C2C=CC=CC=2)[P](C2C=CC=CC=2)(C2C=CC=CC=2)C2C=CC=CC=2)(C2C=CC=CC=2)C2C=CC=CC=2)=CC=1. The product is [C:1]([O:5][C:6]([N:8]1[CH2:13][CH2:12][CH:11]([C:14]2[CH:19]=[CH:18][C:17]([NH2:20])=[C:16]([C:25]3[CH2:26][CH2:27][S:22][CH2:23][CH:24]=3)[CH:15]=2)[CH2:10][CH2:9]1)=[O:7])([CH3:4])([CH3:3])[CH3:2]. The yield is 0.670. (6) The reactants are [CH2:1]([O:3][C:4](=[O:12])[C:5]1[CH:10]=[CH:9][CH:8]=[C:7]([NH2:11])[CH:6]=1)[CH3:2].Cl[S:14]([OH:17])(=[O:16])=O.P(Cl)(Cl)(Cl)(Cl)Cl.[NH2:24][C:25]1[CH:53]=[CH:52][C:28]2[NH:29][C:30]([C:35]3[C:36](=[O:51])[N:37]([CH2:46][CH2:47][CH:48]([CH3:50])[CH3:49])[C:38]4[C:43]([C:44]=3[OH:45])=[CH:42][CH:41]=[CH:40][N:39]=4)=[N:31][S:32](=[O:34])(=[O:33])[C:27]=2[CH:26]=1.C(N(CC)CC)C.Cl. The catalyst is ClCCl. The product is [OH:45][C:44]1[C:43]2[C:38](=[N:39][CH:40]=[CH:41][CH:42]=2)[N:37]([CH2:46][CH2:47][CH:48]([CH3:49])[CH3:50])[C:36](=[O:51])[C:35]=1[C:30]1[NH:29][C:28]2[CH:52]=[CH:53][C:25]([NH:24][S:14]([NH:11][C:7]3[CH:6]=[C:5]([CH:10]=[CH:9][CH:8]=3)[C:4]([O:3][CH2:1][CH3:2])=[O:12])(=[O:17])=[O:16])=[CH:26][C:27]=2[S:32](=[O:33])(=[O:34])[N:31]=1. The yield is 0.480.